Predict the reactants needed to synthesize the given product. From a dataset of Full USPTO retrosynthesis dataset with 1.9M reactions from patents (1976-2016). (1) Given the product [Cl:36][C:26]1[CH:25]=[C:24]([CH2:23][O:22][C:18]2[CH:17]=[C:16]3[C:21](=[CH:20][CH:19]=2)[N:13]([C:11](=[O:12])[CH2:10][NH:9][CH2:8][CH2:7][C:6]([OH:44])=[O:5])[CH2:14][CH2:15]3)[CH:29]=[CH:28][C:27]=1[CH:30]1[CH2:31][CH2:32][CH2:33][CH2:34][CH2:35]1, predict the reactants needed to synthesize it. The reactants are: C([O:5][C:6](=[O:44])[CH2:7][CH2:8][N:9](C(OC(C)(C)C)=O)[CH2:10][C:11]([N:13]1[C:21]2[C:16](=[CH:17][C:18]([O:22][CH2:23][C:24]3[CH:29]=[CH:28][C:27]([CH:30]4[CH2:35][CH2:34][CH2:33][CH2:32][CH2:31]4)=[C:26]([Cl:36])[CH:25]=3)=[CH:19][CH:20]=2)[CH2:15][CH2:14]1)=[O:12])(C)(C)C. (2) Given the product [F:8][C:5]1[CH:4]=[CH:3][C:2]([S:29][CH3:28])=[CH:7][N:6]=1, predict the reactants needed to synthesize it. The reactants are: Br[C:2]1[CH:3]=[CH:4][C:5]([F:8])=[N:6][CH:7]=1.CN(CCN(C)C)C.C([Li])CCC.CCCCCC.[CH3:28][S:29]SC. (3) Given the product [Cl:22][C:23]1[CH:28]=[CH:27][C:26]([CH2:29][C:30]([NH:1][N:2]2[N:11]=[C:10]([S:12]([C:15]3[CH:16]=[CH:17][CH:18]=[CH:19][CH:20]=3)(=[O:14])=[O:13])[C:9]3[C:4](=[CH:5][CH:6]=[CH:7][CH:8]=3)[C:3]2=[O:21])=[O:31])=[CH:25][CH:24]=1, predict the reactants needed to synthesize it. The reactants are: [NH2:1][N:2]1[N:11]=[C:10]([S:12]([C:15]2[CH:20]=[CH:19][CH:18]=[CH:17][CH:16]=2)(=[O:14])=[O:13])[C:9]2[C:4](=[CH:5][CH:6]=[CH:7][CH:8]=2)[C:3]1=[O:21].[Cl:22][C:23]1[CH:28]=[CH:27][C:26]([CH2:29][C:30](Cl)=[O:31])=[CH:25][CH:24]=1. (4) Given the product [Si:17]([O:1][CH2:2][CH2:3][C:4]#[N:5])([C:14]([CH3:16])([CH3:15])[CH3:13])([C:24]1[CH:25]=[CH:26][CH:27]=[CH:28][CH:29]=1)[C:18]1[CH:23]=[CH:22][CH:21]=[CH:20][CH:19]=1, predict the reactants needed to synthesize it. The reactants are: [OH:1][CH2:2][CH2:3][C:4]#[N:5].CCN(CC)CC.[CH3:13][C:14]([Si:17](Cl)([C:24]1[CH:29]=[CH:28][CH:27]=[CH:26][CH:25]=1)[C:18]1[CH:23]=[CH:22][CH:21]=[CH:20][CH:19]=1)([CH3:16])[CH3:15]. (5) Given the product [CH3:29][O:28][C:14]1[CH:15]=[C:16]([CH:26]=[CH:27][C:13]=1[NH:12][C:4]1[N:3]=[C:2]([NH:30][C:31]2[CH:32]=[CH:33][C:34]([O:42][CH3:43])=[C:35]3[C:39]=2[C:38](=[O:40])[N:37]([CH3:41])[CH2:36]3)[C:7]([C:8]([F:11])([F:10])[F:9])=[CH:6][N:5]=1)[CH2:17][P:18](=[O:25])([O:22][CH2:23][CH3:24])[O:19][CH2:20][CH3:21], predict the reactants needed to synthesize it. The reactants are: Cl[C:2]1[C:7]([C:8]([F:11])([F:10])[F:9])=[CH:6][N:5]=[C:4]([NH:12][C:13]2[CH:27]=[CH:26][C:16]([CH2:17][P:18](=[O:25])([O:22][CH2:23][CH3:24])[O:19][CH2:20][CH3:21])=[CH:15][C:14]=2[O:28][CH3:29])[N:3]=1.[NH2:30][C:31]1[CH:32]=[CH:33][C:34]([O:42][CH3:43])=[C:35]2[C:39]=1[C:38](=[O:40])[N:37]([CH3:41])[CH2:36]2. (6) Given the product [CH:1]1[C:10]2[C:5](=[CH:6][CH:7]=[CH:8][CH:9]=2)[CH:4]=[CH:3][C:2]=1[O:11][CH2:13][C:14]([OH:16])=[O:15], predict the reactants needed to synthesize it. The reactants are: [CH:1]1[C:10]2[C:5](=[CH:6][CH:7]=[CH:8][CH:9]=2)[CH:4]=[CH:3][C:2]=1[OH:11].Br[CH2:13][C:14]([OH:16])=[O:15]. (7) The reactants are: [F:1][C:2]1[CH:7]=[C:6]([F:8])[CH:5]=[CH:4][C:3]=1[C:9]1[N:10]=[C:11]2[N:15]([CH:16]=1)[CH:14]=[CH:13][O:12]2.C1C(=O)N([I:24])C(=O)C1.O. Given the product [F:1][C:2]1[CH:7]=[C:6]([F:8])[CH:5]=[CH:4][C:3]=1[C:9]1[N:10]=[C:11]2[N:15]([C:16]=1[I:24])[CH:14]=[CH:13][O:12]2, predict the reactants needed to synthesize it.